Dataset: TAP: 5 developability metrics (CDR length, charge patches, hydrophobicity). Task: Multi-output Regression. Predict 5 antibody developability metrics. (1) The antibody is ["['QVQLVQSGAEVKKPGASVKVSCKVSGFTLTELSIHWVRQAPGKGLEWMGGFDPEDGETIYAQKFQGRVTMTEDTSTDTAYMELTSLRSEDTAVYYCSTIFGVVTNFDNWGQGTLVTVSS'\\n 'DIQMTQSPSSLSASAGDRVTITCRASQAIRNDLGWYQQKPGKAPKRLIYAAFNLQSGVPSRFSGSGSGTEFTLTISSLQPEDLASYYCQQYNRYPWTFGQGTKVEIK']"]. Developability metrics: CDR_Length=46.0, PSH=140, PPC=0, PNC=2.58, SFvCSP=-12.0. (2) The antibody is ["['QVQLQQWGAGLLKPSETLSLTCAVYGGSFSAYYWSWIRQPPGKGLEWIGDINHGGGTNYNPSLKSRVTISVDTSKNQFSLKLNSVTAADTAVYYCASLTAYWGQGSLVTVSS'\\n 'DIQMTQSPTSLSASVGDRVTITCRASQGISSWLTWYQQKPEKAPKSLIYAASSLQSGVPSRFSGSGSGTDFTLTISSLQPEDFATYYCQQYDSYPITFGQGTRLEIK']"]. Developability metrics: CDR_Length=39.0, PSH=108, PPC=0, PNC=0, SFvCSP=4.10. (3) The antibody is ["['EVQLVESGGGLVQPGGSLRLSCAASGFTFSPFAMSWVRQAPGKGLEWVAKISPGGSWTYYSDTVTGRFTISRDNAKNSLYLQMNSLRAEDTAVYYCARQLWGYYALDIWGQGTTVTVSS'\\n 'EIVLTQSPATLSLSPGERATLSCSASISVSYMYWYQQKPGQAPRLLIYDMSNLASGIPARFSGSGSGTDFTLTISSLEPEDFAVYYCMQWSGYPYTFGGGTKVEIK']"]. Developability metrics: CDR_Length=45.0, PSH=148, PPC=0, PNC=0, SFvCSP=1.00. (4) The antibody is ["['QVQLVQSGAEVKKPGASVKVSCKVSGYTLTELSIHWVRQAPGKGLEWMGGFDPEENEIVYAQRFQGRVTMTEDTSTDTAYMELSSLRSEDTAVYYCAIVGSFSPLTLGLWGQGTMVTVSS'\\n 'QSVLTQPPSVSGAPGQRVTISCTGSGSNIGAPYDVSWYQQLPGTAPKLLIYHNNKRPSGVPDRFSGSKSGTSASLAITGLQAEDEADYYCATVEAGLSGSVFGGGTKLTVL']"]. Developability metrics: CDR_Length=52.0, PSH=152, PPC=1.17, PNC=1.83, SFvCSP=-9.30. (5) The antibody is ["['EVQLVQSGAEVKKPGSSVKVSCKASGGTFSSYAISWVRQAPGQGLEWMGGIGPFFGTANYAQKFQGRVTITADESTSTAYMELSSLRSEDTAVYYCARDTPYFDYWGQGTLVTVSS'\\n 'SYELTQPLSVSVALGQTARITCSGDSIPNYYVYWYQQKPGQAPVLVIYDDSNRPSGIPERFSGSNSGNTATLTISRAQAGDEADYYCQSFDSSLNAEVFGGGTKLTVL']"]. Developability metrics: CDR_Length=45.0, PSH=109, PPC=0, PNC=1.12, SFvCSP=-2.00. (6) The antibody is ["['EVQLVESGGGLVQPGGSLRLSCAASGFTFSSYGMSWVRQAPGKGLELVASINSNGGSTYYPDSVKGRFTISRDNAKNSLYLQMNSLRAEDTAVYYCASGDYWGQGTTVTVSS'\\n 'DIVMTQSPLSLPVTPGEPASISCRSSQSLVYSNGDTYLHWYLQKPGQSPQLLIYKVSNRFSGVPDRFSGSGSGTDFTLKISRVEAEDVGVYYCSQSTHVPWTFGQGTKVEIK']"]. Developability metrics: CDR_Length=44.0, PSH=118, PPC=0.0623, PNC=0, SFvCSP=1.20. (7) The antibody is ["['QVQLQESGPGLVKPSETLSLTCTVSGGSVSSGDYYWTWIRQSPGKGLEWIGHIYYSGNTNYNPSLKSRLTISIDTSKTQFSLKLSSVTAADTAIYYCVRDRVTGAFDIWGQGTMVTVSS'\\n 'DIQMTQSPSSLSASVGDRVTITCQASQDISNYLNWYQQKPGKAPKLLIYDASNLETGVPSRFSGSGSGTDFTFTISSLQPEDIATYFCQHFDHLPLAFGGGTKVEIK']"]. Developability metrics: CDR_Length=46.0, PSH=118, PPC=0, PNC=0.247, SFvCSP=-1.80. (8) The antibody is ["['EVQLVESGGDLVQPGRSLRLSCAASGFIFSNYGMSWVRQAPGKGLEWVATISSASTYSYYPDSVKGRFTISRDNAKNSLYLQMNSLRVEDTALYYCGRHSDGNFAFGYWGQGTLVTVSS'\\n 'DVLMTQSPLSLPVTPGEPASISCRSSRNIVHINGDTYLEWYLQKPGQSPQLLIYKVSNRFSGVPDRFSGSGSGTDFTLKISRVEAEDVGVYYCFQGSLLPWTFGQGTKVEIK']"]. Developability metrics: CDR_Length=51.0, PSH=131, PPC=0.0376, PNC=0, SFvCSP=2.31. (9) The antibody is ["['EGQLVQSGGGLVHPGGSLRLSCAGSGFTFSSYGMHWVRQAPGKGLEWVSGIGTGGGTYSTDSVKGRFTISRDNAKNSLYLQMNSLRAEDMAVYYCARGDYYGSGSFFDCWGQGTLVTVSS'\\n 'DIQMTQSPSSLSASVGDRVTITCRASQGISSWLAWYQQKPEKAPKSLIYAASSLQSGVPSRFSGSGSGTDFTLTISSLQPEDFATYYCQQYNSYPPTFGQGTKLEIK']"]. Developability metrics: CDR_Length=47.0, PSH=118, PPC=0, PNC=0.0584, SFvCSP=2.20.